Task: Regression. Given a peptide amino acid sequence and an MHC pseudo amino acid sequence, predict their binding affinity value. This is MHC class I binding data.. Dataset: Peptide-MHC class I binding affinity with 185,985 pairs from IEDB/IMGT (1) The peptide sequence is LEYFQFVKKLL. The MHC is HLA-A29:02 with pseudo-sequence HLA-A29:02. The binding affinity (normalized) is 0.0847. (2) The peptide sequence is RQFPTAKEF. The MHC is Mamu-B3901 with pseudo-sequence Mamu-B3901. The binding affinity (normalized) is 0.800. (3) The peptide sequence is AYMLFTKFFY. The MHC is HLA-A23:01 with pseudo-sequence HLA-A23:01. The binding affinity (normalized) is 0.817. (4) The peptide sequence is IPRLGGMAF. The MHC is HLA-B38:01 with pseudo-sequence HLA-B38:01. The binding affinity (normalized) is 0.0847. (5) The peptide sequence is YDRLASTVI. The MHC is HLA-B08:01 with pseudo-sequence HLA-B08:01. The binding affinity (normalized) is 0.0847. (6) The peptide sequence is MLVGHMPFM. The MHC is HLA-B15:17 with pseudo-sequence HLA-B15:17. The binding affinity (normalized) is 0.460.